Dataset: Catalyst prediction with 721,799 reactions and 888 catalyst types from USPTO. Task: Predict which catalyst facilitates the given reaction. (1) Reactant: [C:1]1([N:7]2[CH:11]=[C:10]([C:12]([OH:14])=O)[CH:9]=[N:8]2)[CH:6]=[CH:5][CH:4]=[CH:3][CH:2]=1.[C:15]([O:19][C:20](=[O:33])[C:21]([S:24][C:25]1[S:26][CH:27]=[C:28]([CH2:30][CH2:31][NH2:32])[N:29]=1)([CH3:23])[CH3:22])([CH3:18])([CH3:17])[CH3:16].CN(C)CCCN=C=NCC.ON1C2C=CC=CC=2N=N1. Product: [C:15]([O:19][C:20](=[O:33])[C:21]([CH3:22])([S:24][C:25]1[S:26][CH:27]=[C:28]([CH2:30][CH2:31][NH:32][C:12]([C:10]2[CH:9]=[N:8][N:7]([C:1]3[CH:2]=[CH:3][CH:4]=[CH:5][CH:6]=3)[CH:11]=2)=[O:14])[N:29]=1)[CH3:23])([CH3:17])([CH3:16])[CH3:18]. The catalyst class is: 35. (2) Reactant: [CH3:1][C:2]1[CH:7]=[CH:6][CH:5]=[CH:4][C:3]=1[CH:8]([C:19]1[CH:24]=[CH:23][CH:22]=[CH:21][C:20]=1[CH3:25])[N:9]1[CH:14]=[CH:13][CH:12]=[C:11]([C:15](O)=[O:16])[C:10]1=[O:18].[NH2:26][C@@H:27]([CH2:35][CH2:36][CH2:37][NH:38][C:39]([NH:41][S:42]([C:45]1[C:46]([CH3:59])=[C:47]2[C:52](=[C:53]([CH3:56])[C:54]=1[CH3:55])[O:51][C:50]([CH3:58])([CH3:57])[CH2:49][CH2:48]2)(=[O:44])=[O:43])=[NH:40])[C:28]([O:30][C:31]([CH3:34])([CH3:33])[CH3:32])=[O:29].CN(C(ON1N=NC2C=CC=CC1=2)=[N+](C)C)C.F[P-](F)(F)(F)(F)F.CCN(C(C)C)C(C)C. Product: [CH3:1][C:2]1[CH:7]=[CH:6][CH:5]=[CH:4][C:3]=1[CH:8]([C:19]1[CH:24]=[CH:23][CH:22]=[CH:21][C:20]=1[CH3:25])[N:9]1[CH:14]=[CH:13][CH:12]=[C:11]([C:15]([NH:26][C@@H:27]([CH2:35][CH2:36][CH2:37][NH:38][C:39]([NH:41][S:42]([C:45]2[C:46]([CH3:59])=[C:47]3[C:52](=[C:53]([CH3:56])[C:54]=2[CH3:55])[O:51][C:50]([CH3:58])([CH3:57])[CH2:49][CH2:48]3)(=[O:43])=[O:44])=[NH:40])[C:28]([O:30][C:31]([CH3:32])([CH3:33])[CH3:34])=[O:29])=[O:16])[C:10]1=[O:18]. The catalyst class is: 3. (3) Reactant: [Si:1]([O:8][C@@H:9]1[C@@H:14]([CH3:15])[CH2:13][NH:12][CH2:11][C@H:10]1[NH:16][C:17](=[O:23])[O:18][C:19]([CH3:22])([CH3:21])[CH3:20])([C:4]([CH3:7])([CH3:6])[CH3:5])([CH3:3])[CH3:2].Cl[C:25]1[C:30]([N+:31]([O-:33])=[O:32])=[CH:29][N:28]=[CH:27][C:26]=1[CH3:34].C(N(CC)CC)C. Product: [Si:1]([O:8][C@@H:9]1[C@@H:14]([CH3:15])[CH2:13][N:12]([C:25]2[C:30]([N+:31]([O-:33])=[O:32])=[CH:29][N:28]=[CH:27][C:26]=2[CH3:34])[CH2:11][C@H:10]1[NH:16][C:17](=[O:23])[O:18][C:19]([CH3:22])([CH3:21])[CH3:20])([C:4]([CH3:7])([CH3:5])[CH3:6])([CH3:3])[CH3:2]. The catalyst class is: 32. (4) The catalyst class is: 12. Reactant: [CH3:1][N:2]([CH3:26])[C:3]1[CH:4]=[C:5]([C:9](=[N:16][O:17][CH2:18][C:19]2[N:24]=[C:23]([NH2:25])[CH:22]=[CH:21][CH:20]=2)[C:10]2[N:14]([CH3:15])[N:13]=[N:12][N:11]=2)[CH:6]=[CH:7][CH:8]=1.N1C=CC=CC=1.[F:33][C:34]([F:45])([O:38][C:39]1[CH:44]=[CH:43][CH:42]=[CH:41][CH:40]=1)[C:35](Cl)=[O:36].C([O-])(O)=O.[Na+]. Product: [CH3:1][N:2]([CH3:26])[C:3]1[CH:4]=[C:5]([C:9](=[N:16][O:17][CH2:18][C:19]2[N:24]=[C:23]([NH:25][C:35](=[O:36])[C:34]([F:33])([F:45])[O:38][C:39]3[CH:44]=[CH:43][CH:42]=[CH:41][CH:40]=3)[CH:22]=[CH:21][CH:20]=2)[C:10]2[N:14]([CH3:15])[N:13]=[N:12][N:11]=2)[CH:6]=[CH:7][CH:8]=1.